Dataset: Reaction yield outcomes from USPTO patents with 853,638 reactions. Task: Predict the reaction yield, written as a fraction of the theoretical maximum amount of product (1.0 means a 100% yield; for example, 0.34 means a 34% yield). The reactants are [NH2:1][C:2]1[CH:44]=[CH:43][C:5]([C:6]([NH:8][C:9]2[CH:14]=[C:13]([NH:15][C:16]3[N:21]=[C:20]([C:22]4[C:30]5[C:25](=[CH:26][CH:27]=[CH:28][CH:29]=5)[N:24](S(C5C=CC=CC=5)(=O)=O)[CH:23]=4)[C:19]([C:40]#[N:41])=[CH:18][N:17]=3)[CH:12]=[CH:11][C:10]=2[CH3:42])=[O:7])=[CH:4][CH:3]=1.[OH-].[Na+]. The catalyst is O1CCOCC1.C(Cl)Cl. The product is [NH2:1][C:2]1[CH:44]=[CH:43][C:5]([C:6]([NH:8][C:9]2[CH:14]=[C:13]([NH:15][C:16]3[N:21]=[C:20]([C:22]4[C:30]5[C:25](=[CH:26][CH:27]=[CH:28][CH:29]=5)[NH:24][CH:23]=4)[C:19]([C:40]#[N:41])=[CH:18][N:17]=3)[CH:12]=[CH:11][C:10]=2[CH3:42])=[O:7])=[CH:4][CH:3]=1. The yield is 0.990.